This data is from Full USPTO retrosynthesis dataset with 1.9M reactions from patents (1976-2016). The task is: Predict the reactants needed to synthesize the given product. (1) Given the product [OH:1][C:2]([CH3:31])([CH3:32])[CH2:3][C@@:4]1([CH:28]([CH3:30])[CH3:29])[O:9][C:8](=[O:10])[N:7]([C@H:11]([C:13]2[CH:18]=[CH:17][C:16]([C:34]3[CH:35]=[N:36][C:37]([C:40]([OH:42])=[O:41])=[N:38][CH:39]=3)=[CH:15][CH:14]=2)[CH3:12])[CH2:6][CH2:5]1, predict the reactants needed to synthesize it. The reactants are: [OH:1][C:2]([CH3:32])([CH3:31])[CH2:3][C@@:4]1([CH:28]([CH3:30])[CH3:29])[O:9][C:8](=[O:10])[N:7]([C@H:11]([C:13]2[CH:18]=[CH:17][C:16](B3OC(C)(C)C(C)(C)O3)=[CH:15][CH:14]=2)[CH3:12])[CH2:6][CH2:5]1.Br[C:34]1[CH:35]=[N:36][C:37]([C:40]([OH:42])=[O:41])=[N:38][CH:39]=1. (2) Given the product [CH3:16][N:17]([CH3:18])[C:12]1([C:2]2[CH:1]=[CH:11][CH:10]=[CH:9][CH:14]=2)[CH2:13][CH2:14][C:9]2([O:8][CH2:7][CH2:6][O:5]2)[CH2:10][CH2:11]1, predict the reactants needed to synthesize it. The reactants are: [C:1](O)(=O)[CH3:2].[O:5]1[C:9]2([CH2:14][CH2:13][C:12](=O)[CH2:11][CH2:10]2)[O:8][CH2:7][CH2:6]1.[CH3:16][NH:17][CH3:18].[C-]#N.[K+]. (3) Given the product [CH2:35]([O:34][CH:32]1[CH:31]([NH:43][C:44]([CH:46]2[CH2:50][CH2:49][CH2:48][N:47]2[C:51](=[O:65])[CH:52]([NH:54][C:55](=[O:64])[C:56]2[CH:61]=[CH:60][C:59]([NH2:62])=[C:58]([Cl:63])[CH:57]=2)[CH3:53])=[O:45])[CH2:30][C:29](=[O:28])[O:33]1)[CH2:36][CH2:37][CH3:38], predict the reactants needed to synthesize it. The reactants are: C(OC(C1CCCN1C(=O)C(NC(=O)C1C=CC(N)=C(Cl)C=1)C)=O)(C)(C)C.[O:28]=[C:29]1[O:33][CH:32]([O:34][CH2:35][CH2:36][C:37]2C=CC=C[CH:38]=2)[CH:31]([NH:43][C:44]([CH:46]2[CH2:50][CH2:49][CH2:48][N:47]2[C:51](=[O:65])[CH:52]([NH:54][C:55](=[O:64])[C:56]2[CH:61]=[CH:60][C:59]([NH2:62])=[C:58]([Cl:63])[CH:57]=2)[CH3:53])=[O:45])[CH2:30]1. (4) Given the product [Cl:33][CH2:8][C:9]1[CH:14]=[CH:13][N:12]=[C:11]([N:15]2[CH2:20][CH2:19][N:18]([C:21]([O:23][CH2:24][C:25]3[CH:30]=[CH:29][CH:28]=[CH:27][CH:26]=3)=[O:22])[CH2:17][CH2:16]2)[CH:10]=1, predict the reactants needed to synthesize it. The reactants are: O1CCCCC1O[CH2:8][C:9]1[CH:14]=[CH:13][N:12]=[C:11]([N:15]2[CH2:20][CH2:19][N:18]([C:21]([O:23][CH2:24][C:25]3[CH:30]=[CH:29][CH:28]=[CH:27][CH:26]=3)=[O:22])[CH2:17][CH2:16]2)[CH:10]=1.S(Cl)([Cl:33])=O.O.C([O-])(O)=O.[Na+]. (5) Given the product [C:9]1([C:19]2[CH:27]=[CH:26][CH:25]=[C:24]3[C:20]=2[CH2:21][CH:22]([CH2:30][C:31]2[CH:40]=[CH:39][C:34]([C:35]([O:37][CH3:38])=[O:36])=[CH:33][CH:32]=2)[C:23]3=[O:28])[C:18]2[C:13](=[CH:14][CH:15]=[CH:16][CH:17]=2)[CH:12]=[CH:11][CH:10]=1, predict the reactants needed to synthesize it. The reactants are: C([N-]C(C)C)(C)C.[Li+].[C:9]1([C:19]2[CH:27]=[CH:26][CH:25]=[C:24]3[C:20]=2[CH2:21][CH2:22][C:23]3=[O:28])[C:18]2[C:13](=[CH:14][CH:15]=[CH:16][CH:17]=2)[CH:12]=[CH:11][CH:10]=1.Br[CH2:30][C:31]1[CH:40]=[CH:39][C:34]([C:35]([O:37][CH3:38])=[O:36])=[CH:33][CH:32]=1. (6) Given the product [C:27]([O:30][C:11]1[N:10]([CH3:13])[C:8]2[N:9]=[C:4]([O:3][CH2:1][CH3:2])[N:5]([C:15]3[CH:20]=[CH:19][C:18]([O:21][CH2:22][C:23]([F:25])([F:26])[F:24])=[CH:17][CH:16]=3)[C:6](=[O:14])[C:7]=2[CH:12]=1)(=[O:29])[CH3:28], predict the reactants needed to synthesize it. The reactants are: [CH2:1]([O:3][C:4]1[N:5]([C:15]2[CH:20]=[CH:19][C:18]([O:21][CH2:22][C:23]([F:26])([F:25])[F:24])=[CH:17][CH:16]=2)[C:6](=[O:14])[C:7]2[CH:12]=[CH:11][N:10]([CH3:13])[C:8]=2[N:9]=1)[CH3:2].[C:27]([OH:30])(=[O:29])[CH3:28].[C:27]([OH:30])(=[O:29])[CH3:28].I(C1C=CC=CC=1)=O. (7) Given the product [Cl:1][C:2]1[CH:10]=[CH:9][CH:8]=[CH:7][C:3]=1[C:4]([NH:11][CH2:12][C:13]([OH:15])=[O:14])=[O:5], predict the reactants needed to synthesize it. The reactants are: [Cl:1][C:2]1[CH:10]=[CH:9][CH:8]=[CH:7][C:3]=1[C:4](Cl)=[O:5].[NH2:11][CH2:12][C:13]([OH:15])=[O:14]. (8) The reactants are: [H-].[Na+].[CH2:3]([O:5][C:6](=[O:20])[CH2:7][C:8]1[N:9]([C:13]2[C:18]([F:19])=[CH:17][CH:16]=[CH:15][N:14]=2)[N:10]=[CH:11][CH:12]=1)[CH3:4].[I:21][C:22]1[C:27]([CH2:28][CH2:29][CH3:30])=[C:26](I)[N:25]=[CH:24][N:23]=1.O. Given the product [CH2:3]([O:5][C:6](=[O:20])[CH:7]([C:8]1[N:9]([C:13]2[C:18]([F:19])=[CH:17][CH:16]=[CH:15][N:14]=2)[N:10]=[CH:11][CH:12]=1)[C:26]1[C:27]([CH2:28][CH2:29][CH3:30])=[C:22]([I:21])[N:23]=[CH:24][N:25]=1)[CH3:4], predict the reactants needed to synthesize it.